This data is from Catalyst prediction with 721,799 reactions and 888 catalyst types from USPTO. The task is: Predict which catalyst facilitates the given reaction. (1) Reactant: [CH2:1]([N:9]1[CH:13]=[C:12]([C:14]2[C:22]3[C:17](=[N:18][CH:19]=[C:20]([C:23]4[CH:28]=[CH:27][C:26]([N:29]5[CH2:34][CH2:33][N:32](C(OC(C)(C)C)=O)[CH2:31][CH2:30]5)=[CH:25][CH:24]=4)[CH:21]=3)[NH:16][CH:15]=2)[CH:11]=[N:10]1)[CH2:2][C:3]1[CH:8]=[CH:7][CH:6]=[CH:5][CH:4]=1. Product: [CH2:1]([N:9]1[CH:13]=[C:12]([C:14]2[C:22]3[C:17](=[N:18][CH:19]=[C:20]([C:23]4[CH:28]=[CH:27][C:26]([N:29]5[CH2:30][CH2:31][NH:32][CH2:33][CH2:34]5)=[CH:25][CH:24]=4)[CH:21]=3)[NH:16][CH:15]=2)[CH:11]=[N:10]1)[CH2:2][C:3]1[CH:8]=[CH:7][CH:6]=[CH:5][CH:4]=1. The catalyst class is: 33. (2) Reactant: C([O:8][C:9](=O)[NH:10][CH2:11][C:12](=[O:46])[NH:13][C@H:14]1[CH2:18][C@@H:17]([N:19]2[CH:27]=[N:26][C:25]3[C:20]2=[N:21][C:22]([Cl:43])=[N:23][C:24]=3[NH:28][CH2:29][CH:30]([C:37]2[CH:42]=[CH:41][CH:40]=[CH:39][CH:38]=2)[C:31]2[CH:36]=[CH:35][CH:34]=[CH:33][CH:32]=2)[C@H:16]([OH:44])[C@@H:15]1[OH:45])C1C=CC=CC=1. Product: [Cl:43][C:22]1[N:21]=[C:20]2[C:25]([N:26]=[CH:27][N:19]2[C@@H:17]2[CH2:18][C@H:14]([N:13]3[C:12](=[O:46])[CH2:11][NH:10][C:9]3=[O:8])[C@@H:15]([OH:45])[C@H:16]2[OH:44])=[C:24]([NH:28][CH2:29][CH:30]([C:37]2[CH:38]=[CH:39][CH:40]=[CH:41][CH:42]=2)[C:31]2[CH:36]=[CH:35][CH:34]=[CH:33][CH:32]=2)[N:23]=1. The catalyst class is: 14. (3) Product: [CH3:27][C:23]([C:10]1[CH:11]=[C:12]([C:15]2[CH:20]=[CH:19][CH:18]=[C:17]([CH:21]=[O:22])[CH:16]=2)[CH:13]=[CH:14][C:9]=1[OH:8])([CH3:26])[CH2:24][CH3:25]. The catalyst class is: 1. Reactant: [Si]([O:8][C:9]1[CH:14]=[CH:13][C:12]([C:15]2[CH:20]=[CH:19][CH:18]=[C:17]([CH:21]=[O:22])[CH:16]=2)=[CH:11][C:10]=1[C:23]([CH3:27])([CH3:26])[CH2:24][CH3:25])(C(C)(C)C)(C)C.[F-].C([N+](CCCC)(CCCC)CCCC)CCC. (4) Reactant: [CH2:1]([N:8]1[C:20]2[C:19]3[CH:18]=[CH:17][CH:16]=[CH:15][C:14]=3[N:13]=[CH:12][C:11]=2[N:10]=[C:9]1[SH:21])[C:2]1[CH:7]=[CH:6][CH:5]=[CH:4][CH:3]=1.O.[OH-].[NH4+].I[CH3:26]. Product: [CH2:1]([N:8]1[C:20]2[C:19]3[CH:18]=[CH:17][CH:16]=[CH:15][C:14]=3[N:13]=[CH:12][C:11]=2[N:10]=[C:9]1[S:21][CH3:26])[C:2]1[CH:3]=[CH:4][CH:5]=[CH:6][CH:7]=1. The catalyst class is: 8. (5) Reactant: [NH:1]1[CH2:6][CH2:5][CH:4]([C:7]([O:9][CH2:10][N:11]2[CH:16]=[C:15]([C:17]3[CH:22]=[CH:21][C:20]([F:23])=[CH:19][CH:18]=3)[C:14](=[O:24])[C:13]([C:25](=[O:56])[NH:26][C:27]3[CH:32]=[CH:31][C:30]([O:33][C:34]4[CH:39]=[CH:38][N:37]=[C:36]([NH:40][CH:41]([C:48]5[CH:53]=[CH:52][CH:51]=[CH:50][CH:49]=5)[C:42]5[CH:47]=[CH:46][CH:45]=[CH:44][CH:43]=5)[C:35]=4[Cl:54])=[C:29]([F:55])[CH:28]=3)=[CH:12]2)=[O:8])[CH2:3][CH2:2]1.C=O.[C:59](O)(=O)C.[BH3-]C#N.[Na+]. Product: [CH3:59][N:1]1[CH2:6][CH2:5][CH:4]([C:7]([O:9][CH2:10][N:11]2[CH:16]=[C:15]([C:17]3[CH:22]=[CH:21][C:20]([F:23])=[CH:19][CH:18]=3)[C:14](=[O:24])[C:13]([C:25](=[O:56])[NH:26][C:27]3[CH:32]=[CH:31][C:30]([O:33][C:34]4[CH:39]=[CH:38][N:37]=[C:36]([NH:40][CH:41]([C:48]5[CH:49]=[CH:50][CH:51]=[CH:52][CH:53]=5)[C:42]5[CH:43]=[CH:44][CH:45]=[CH:46][CH:47]=5)[C:35]=4[Cl:54])=[C:29]([F:55])[CH:28]=3)=[CH:12]2)=[O:8])[CH2:3][CH2:2]1. The catalyst class is: 10. (6) Reactant: [CH3:1][O:2][C:3]([C:5]1[CH:10]=[CH:9][C:8]([C:11]2[CH:12]=[CH:13][C:14]([CH2:21][CH2:22][C:23]([OH:25])=O)=[C:15]3[C:20]=2[N:19]=[CH:18][CH:17]=[CH:16]3)=[CH:7][CH:6]=1)=[O:4].C(Cl)(=O)C([Cl:29])=O.C1(C)C=CC=CC=1. Product: [Cl:29][C:23](=[O:25])[CH2:22][CH2:21][C:14]1[CH:13]=[CH:12][C:11]([C:8]2[CH:9]=[CH:10][C:5]([C:3]([O:2][CH3:1])=[O:4])=[CH:6][CH:7]=2)=[C:20]2[C:15]=1[CH:16]=[CH:17][CH:18]=[N:19]2. The catalyst class is: 4. (7) Reactant: [C:1]1(=[O:12])[O:11][C@H:8]([CH2:9][OH:10])[C@@H:6]([OH:7])[C@H:4]([OH:5])[C@H:2]1[OH:3].CN1CCOCC1.[CH3:20][Si:21](Cl)([CH3:23])[CH3:22].C1(C)C=CC=CC=1. The catalyst class is: 30. Product: [CH3:20][Si:21]([CH3:23])([CH3:22])[O:3][CH:2]1[CH:4]([O:5][Si:21]([CH3:23])([CH3:22])[CH3:20])[CH:6]([O:7][Si:21]([CH3:23])([CH3:22])[CH3:20])[CH:8]([CH2:9][O:10][Si:21]([CH3:23])([CH3:22])[CH3:20])[O:11][C:1]1=[O:12]. (8) Reactant: [CH3:1][O:2][C@@H:3]1[CH2:11][N:10]2[C@H:5]([CH2:6][C:7](=O)[CH2:8][C:9]2=[O:12])[CH2:4]1.[NH:14]1[CH2:18][CH2:17][CH2:16][CH2:15]1. Product: [CH3:1][O:2][C@@H:3]1[CH2:11][N:10]2[C@@H:5]([CH2:6][C:7]([N:14]3[CH2:18][CH2:17][CH2:16][CH2:15]3)=[CH:8][C:9]2=[O:12])[CH2:4]1. The catalyst class is: 8.